Dataset: Reaction yield outcomes from USPTO patents with 853,638 reactions. Task: Predict the reaction yield, written as a fraction of the theoretical maximum amount of product (1.0 means a 100% yield; for example, 0.34 means a 34% yield). The reactants are N(C(C)C)C(C)C.[Li]CCCC.[Si:13](Cl)([CH3:16])([CH3:15])[CH3:14].[CH3:18][C:19]1([CH3:44])[CH2:28][CH2:27][C:26]2[C:21](=[CH:22][CH:23]=[C:24]([C:29](=[O:43])[CH2:30][C:31]3[CH:36]=[C:35]([O:37][CH3:38])[C:34]([O:39][CH3:40])=[C:33]([O:41][CH3:42])[CH:32]=3)[CH:25]=2)[O:20]1. The catalyst is C1COCC1.C(OCC)C. The product is [CH3:18][C:19]1([CH3:44])[CH2:28][CH2:27][C:26]2[C:21](=[CH:22][CH:23]=[C:24]([C:29]([O:43][Si:13]([CH3:16])([CH3:15])[CH3:14])=[CH:30][C:31]3[CH:36]=[C:35]([O:37][CH3:38])[C:34]([O:39][CH3:40])=[C:33]([O:41][CH3:42])[CH:32]=3)[CH:25]=2)[O:20]1. The yield is 0.740.